Dataset: Full USPTO retrosynthesis dataset with 1.9M reactions from patents (1976-2016). Task: Predict the reactants needed to synthesize the given product. (1) Given the product [NH2:9][C:8]1[CH:7]=[CH:6][C:5]([C:12]([CH3:16])([CH3:15])[C:13]#[N:14])=[CH:4][C:3]=1[O:2][CH3:1], predict the reactants needed to synthesize it. The reactants are: [CH3:1][O:2][C:3]1[CH:4]=[C:5]([C:12]([CH3:16])([CH3:15])[C:13]#[N:14])[CH:6]=[CH:7][C:8]=1[N+:9]([O-])=O. (2) Given the product [CH3:1][N:2]([CH3:20])[C:3]1[S:4][C@H:5]2[O:11][C@H:10]([C@H:12]([O:17][CH3:22])[C:13]([F:16])([F:14])[F:15])[C@@H:9]([OH:18])[C@H:8]([OH:19])[C@H:6]2[N:7]=1, predict the reactants needed to synthesize it. The reactants are: [CH3:1][N:2]([CH3:20])[C:3]1[S:4][C@H:5]2[O:11][C@H:10]([C@H:12]([OH:17])[C:13]([F:16])([F:15])[F:14])[C@@H:9]([OH:18])[C@H:8]([OH:19])[C@H:6]2[N:7]=1.[Li+].[CH3:22][Si]([N-][Si](C)(C)C)(C)C.CI.